Predict the reaction yield, written as a fraction of the theoretical maximum amount of product (1.0 means a 100% yield; for example, 0.34 means a 34% yield). From a dataset of Reaction yield outcomes from USPTO patents with 853,638 reactions. (1) The reactants are [CH3:1][O:2][C:3]1[CH:4]=[CH:5][C:6]2[C:10]([O:11][C:12]3[CH:24]=[CH:23][C:15](/[CH:16]=[CH:17]/[C:18]4[N:19]=[N:20][NH:21][N:22]=4)=[CH:14][CH:13]=3)=[C:9]([C:25]3[CH:30]=[CH:29][C:28]([O:31][CH3:32])=[CH:27][CH:26]=3)[S:8][C:7]=2[CH:33]=1.IC.[C:36]([O-])([O-])=O.[K+].[K+]. The catalyst is CN(C=O)C. The product is [CH3:1][O:2][C:3]1[CH:4]=[CH:5][C:6]2[C:10]([O:11][C:12]3[CH:24]=[CH:23][C:15](/[CH:16]=[CH:17]/[C:18]4[N:22]([CH3:36])[N:21]=[N:20][N:19]=4)=[CH:14][CH:13]=3)=[C:9]([C:25]3[CH:30]=[CH:29][C:28]([O:31][CH3:32])=[CH:27][CH:26]=3)[S:8][C:7]=2[CH:33]=1.[CH3:1][O:2][C:3]1[CH:4]=[CH:5][C:6]2[C:10]([O:11][C:12]3[CH:24]=[CH:23][C:15](/[CH:16]=[CH:17]/[C:18]4[N:22]=[N:21][N:20]([CH3:36])[N:19]=4)=[CH:14][CH:13]=3)=[C:9]([C:25]3[CH:30]=[CH:29][C:28]([O:31][CH3:32])=[CH:27][CH:26]=3)[S:8][C:7]=2[CH:33]=1. The yield is 0.520. (2) The reactants are [CH3:1][O:2][C:3]1[N:8]=[N:7][C:6]([N:9]2[C:13]([C:14]3[CH:19]=[CH:18][CH:17]=[CH:16][N:15]=3)=[CH:12][C:11]([C:20]([OH:22])=O)=[N:10]2)=[CH:5][CH:4]=1.Cl.C(N=C=NCCCN(C)C)C.ON1C2C=CC=CC=2N=N1.[C:45]([NH2:49])([CH3:48])([CH3:47])[CH3:46]. The catalyst is CN(C)C=O.C(OCC)(=O)C.O.C(N(CC)CC)C. The product is [C:45]([NH:49][C:20]([C:11]1[CH:12]=[C:13]([C:14]2[CH:19]=[CH:18][CH:17]=[CH:16][N:15]=2)[N:9]([C:6]2[N:7]=[N:8][C:3]([O:2][CH3:1])=[CH:4][CH:5]=2)[N:10]=1)=[O:22])([CH3:48])([CH3:47])[CH3:46]. The yield is 0.630. (3) The reactants are C[N:2](C)/[CH:3]=[CH:4]/[C:5]([C:7]1[C:12](=[O:13])[CH:11]=[CH:10][N:9]([C:14]2[CH:19]=[CH:18][CH:17]=[CH:16][CH:15]=2)[N:8]=1)=O.[C:21]1([CH3:29])[CH:26]=[CH:25][C:24]([NH:27]N)=[CH:23][CH:22]=1.Cl. The product is [C:14]1([N:9]2[CH:10]=[CH:11][C:12](=[O:13])[C:7]([C:5]3[N:27]([C:24]4[CH:25]=[CH:26][C:21]([CH3:29])=[CH:22][CH:23]=4)[N:2]=[CH:3][CH:4]=3)=[N:8]2)[CH:19]=[CH:18][CH:17]=[CH:16][CH:15]=1. No catalyst specified. The yield is 0.670.